From a dataset of Peptide-MHC class I binding affinity with 185,985 pairs from IEDB/IMGT. Regression. Given a peptide amino acid sequence and an MHC pseudo amino acid sequence, predict their binding affinity value. This is MHC class I binding data. (1) The peptide sequence is HEGHQTAAF. The MHC is HLA-B45:01 with pseudo-sequence HLA-B45:01. The binding affinity (normalized) is 0.0598. (2) The binding affinity (normalized) is 0.253. The peptide sequence is FLLYILFLVK. The MHC is HLA-A33:01 with pseudo-sequence HLA-A33:01. (3) The peptide sequence is AEGTGITHL. The binding affinity (normalized) is 0.0847. The MHC is HLA-B58:01 with pseudo-sequence HLA-B58:01. (4) The MHC is Mamu-A07 with pseudo-sequence Mamu-A07. The peptide sequence is WDDPWGEVL. The binding affinity (normalized) is 0.